Dataset: Forward reaction prediction with 1.9M reactions from USPTO patents (1976-2016). Task: Predict the product of the given reaction. (1) Given the reactants [CH3:1][O:2][C:3]1[CH:4]=[C:5]([C:15]([NH:17][NH:18]C(OC(C)(C)C)=O)=[O:16])[CH:6]=[CH:7][C:8]=1[N:9]1[CH:13]=[N:12][C:11]([CH3:14])=[N:10]1.[ClH:26], predict the reaction product. The product is: [ClH:26].[ClH:26].[CH3:1][O:2][C:3]1[CH:4]=[C:5]([CH:6]=[CH:7][C:8]=1[N:9]1[CH:13]=[N:12][C:11]([CH3:14])=[N:10]1)[C:15]([NH:17][NH2:18])=[O:16]. (2) Given the reactants [Br:1][C:2]1[CH:3]=[CH:4][C:5]([CH2:8][OH:9])=[N:6][CH:7]=1.[CH3:10][S:11](Cl)(=[O:13])=[O:12], predict the reaction product. The product is: [CH3:10][S:11]([O:9][CH2:8][C:5]1[CH:4]=[CH:3][C:2]([Br:1])=[CH:7][N:6]=1)(=[O:13])=[O:12]. (3) Given the reactants C[O:2][C:3](=[O:20])[CH:4]=[CH:5][C:6]1[CH:11]=[CH:10][C:9]([C:12]([F:15])([F:14])[F:13])=[CH:8][C:7]=1[NH:16][CH2:17][CH2:18][CH3:19].[Li+].[OH-], predict the reaction product. The product is: [CH2:17]([NH:16][C:7]1[CH:8]=[C:9]([C:12]([F:13])([F:15])[F:14])[CH:10]=[CH:11][C:6]=1[CH:5]=[CH:4][C:3]([OH:20])=[O:2])[CH2:18][CH3:19]. (4) Given the reactants Br[Mg][CH:3]1[CH2:5][CH2:4]1.Br[C:7]1[CH:16]=[CH:15][C:10]([C:11]([O:13][CH3:14])=[O:12])=[C:9]([CH2:17][CH3:18])[CH:8]=1, predict the reaction product. The product is: [CH:3]1([C:7]2[CH:16]=[CH:15][C:10]([C:11]([O:13][CH3:14])=[O:12])=[C:9]([CH2:17][CH3:18])[CH:8]=2)[CH2:5][CH2:4]1. (5) Given the reactants [CH2:1]([C:4]([C:12]1[CH:17]=[CH:16][C:15]([F:18])=[CH:14][CH:13]=1)([CH2:9][CH:10]=[CH2:11])[C:5]([O:7][CH3:8])=[O:6])[CH:2]=[CH2:3].C(C(C1C=CC=CC=1)(CC=C)C(OC)=O)C=C, predict the reaction product. The product is: [F:18][C:15]1[CH:14]=[CH:13][C:12]([C:4]([CH2:9][CH2:10][CH3:11])([CH2:1][CH2:2][CH3:3])[C:5]([O:7][CH3:8])=[O:6])=[CH:17][CH:16]=1.